This data is from Full USPTO retrosynthesis dataset with 1.9M reactions from patents (1976-2016). The task is: Predict the reactants needed to synthesize the given product. (1) Given the product [OH:49][C:46]1([CH2:45][CH2:44][CH2:43][O:1][C:2]2[CH:11]=[C:10]3[C:5]([C:6]([O:12][C:13]4[CH:18]=[CH:17][C:16]([N:19]([C:28]5[CH:33]=[CH:32][C:31]([F:34])=[CH:30][CH:29]=5)[C:20]([C:22]5([C:25]([NH2:27])=[O:26])[CH2:23][CH2:24]5)=[O:21])=[CH:15][C:14]=4[F:35])=[CH:7][CH:8]=[N:9]3)=[CH:4][C:3]=2[O:36][CH3:37])[CH2:48][CH2:47]1, predict the reactants needed to synthesize it. The reactants are: [OH:1][C:2]1[CH:11]=[C:10]2[C:5]([C:6]([O:12][C:13]3[CH:18]=[CH:17][C:16]([N:19]([C:28]4[CH:33]=[CH:32][C:31]([F:34])=[CH:30][CH:29]=4)[C:20]([C:22]4([C:25]([NH2:27])=[O:26])[CH2:24][CH2:23]4)=[O:21])=[CH:15][C:14]=3[F:35])=[CH:7][CH:8]=[N:9]2)=[CH:4][C:3]=1[O:36][CH3:37].CS(O[CH2:43][CH2:44][CH2:45][C:46]1([OH:49])[CH2:48][CH2:47]1)(=O)=O.C([O-])([O-])=O.[Cs+].[Cs+]. (2) Given the product [CH2:7]([O:6][C:4](=[O:5])[C:3](=[N:11][OH:12])[CH2:2][Br:1])[CH3:8], predict the reactants needed to synthesize it. The reactants are: [Br:1][CH2:2][C:3](=O)[C:4]([O:6][CH2:7][CH3:8])=[O:5].Cl.[NH2:11][OH:12].C(Cl)Cl. (3) Given the product [ClH:58].[C:1]([N:4]([CH2:28][C@@H:29]1[O:33][C:32](=[O:34])[N:31]([C:35]2[CH:40]=[CH:39][C:38]([CH:41]3[CH2:42][CH2:43][S:44](=[O:47])(=[O:48])[CH2:45][CH2:46]3)=[C:37]([F:49])[CH:36]=2)[CH2:30]1)[C:5]([O:7][CH2:8][O:9][C:10](=[O:27])[C@@H:11]([NH2:19])[CH2:12][C:13]1[CH:18]=[CH:17][CH:16]=[CH:15][CH:14]=1)=[O:6])(=[O:3])[CH3:2], predict the reactants needed to synthesize it. The reactants are: [C:1]([N:4]([CH2:28][C@@H:29]1[O:33][C:32](=[O:34])[N:31]([C:35]2[CH:40]=[CH:39][C:38]([CH:41]3[CH2:46][CH2:45][S:44](=[O:48])(=[O:47])[CH2:43][CH2:42]3)=[C:37]([F:49])[CH:36]=2)[CH2:30]1)[C:5]([O:7][CH2:8][O:9][C:10](=[O:27])[C@@H:11]([NH:19]C(OC(C)(C)C)=O)[CH2:12][C:13]1[CH:18]=[CH:17][CH:16]=[CH:15][CH:14]=1)=[O:6])(=[O:3])[CH3:2].C1(OC)C=CC=CC=1.[ClH:58]. (4) Given the product [CH3:17][O:16][C:12]1[C:11]2[C:7]([C:37]3[CH:42]=[CH:41][C:40]([S:43]([NH2:46])(=[O:45])=[O:44])=[CH:39][CH:38]=3)=[N:8][N:9]([CH2:18][C:19]3[CH:20]=[CH:21][C:22]([O:25][CH3:26])=[CH:23][CH:24]=3)[C:10]=2[CH:15]=[CH:14][N:13]=1, predict the reactants needed to synthesize it. The reactants are: FC(F)(F)S(O[C:7]1[C:11]2[C:12]([O:16][CH3:17])=[N:13][CH:14]=[CH:15][C:10]=2[N:9]([CH2:18][C:19]2[CH:24]=[CH:23][C:22]([O:25][CH3:26])=[CH:21][CH:20]=2)[N:8]=1)(=O)=O.CC1(C)C(C)(C)OB([C:37]2[CH:42]=[CH:41][C:40]([S:43]([NH2:46])(=[O:45])=[O:44])=[CH:39][CH:38]=2)O1.C(=O)([O-])[O-].[K+].[K+]. (5) Given the product [CH2:27]([N:34]1[CH2:39][CH2:38][CH:37]([NH:40][C:2]2[CH:3]=[CH:4][C:5]([C:8]3[C:16]4[C:11](=[CH:12][C:13]([F:17])=[CH:14][CH:15]=4)[NH:10][CH:9]=3)=[CH:6][N:7]=2)[CH2:36][CH2:35]1)[C:28]1[CH:29]=[CH:30][CH:31]=[CH:32][CH:33]=1, predict the reactants needed to synthesize it. The reactants are: Cl[C:2]1[N:7]=[CH:6][C:5]([C:8]2[C:16]3[C:11](=[CH:12][C:13]([F:17])=[CH:14][CH:15]=3)[N:10](S(C3C=CC=CC=3)(=O)=O)[CH:9]=2)=[CH:4][CH:3]=1.[CH2:27]([N:34]1[CH2:39][CH2:38][CH:37]([NH2:40])[CH2:36][CH2:35]1)[C:28]1[CH:33]=[CH:32][CH:31]=[CH:30][CH:29]=1. (6) Given the product [NH2:5][CH:4]([C:9]1[CH:14]=[CH:13][CH:12]=[CH:11][CH:10]=1)[C:3]([N:2]([CH3:8])[CH3:1])([CH3:7])[CH3:6], predict the reactants needed to synthesize it. The reactants are: [CH3:1][N:2]([CH3:8])[C:3]([CH3:7])([CH3:6])[C:4]#[N:5].[C:9]1([Li])[CH:14]=[CH:13][CH:12]=[CH:11][CH:10]=1.[BH4-].[Na+]. (7) The reactants are: [NH2:1][C:2]1[N:7]=[CH:6][C:5]([C:8]#[N:9])=[CH:4][CH:3]=1.[ClH:10]. Given the product [ClH:10].[ClH:10].[NH2:9][CH2:8][C:5]1[CH:4]=[CH:3][C:2]([NH2:1])=[N:7][CH:6]=1, predict the reactants needed to synthesize it. (8) Given the product [CH2:1]([N:3]([CH2:6][CH2:7][O:8][C:9]1[CH:14]=[CH:13][C:12]([NH2:15])=[C:11]([O:18][CH3:19])[CH:10]=1)[CH2:4][CH3:5])[CH3:2], predict the reactants needed to synthesize it. The reactants are: [CH2:1]([N:3]([CH2:6][CH2:7][O:8][C:9]1[CH:14]=[CH:13][C:12]([N+:15]([O-])=O)=[C:11]([O:18][CH3:19])[CH:10]=1)[CH2:4][CH3:5])[CH3:2].